This data is from Full USPTO retrosynthesis dataset with 1.9M reactions from patents (1976-2016). The task is: Predict the reactants needed to synthesize the given product. Given the product [CH3:23][O:22][C:18]1[CH:17]=[C:16]([C:14]2[N:1]=[C:2]3[CH:7]=[CH:6][C:5]([C:8]([F:9])([F:11])[F:10])=[CH:4][N:3]3[CH:13]=2)[CH:21]=[CH:20][CH:19]=1, predict the reactants needed to synthesize it. The reactants are: [NH2:1][C:2]1[CH:7]=[CH:6][C:5]([C:8]([F:11])([F:10])[F:9])=[CH:4][N:3]=1.Br[CH2:13][C:14]([C:16]1[CH:21]=[CH:20][CH:19]=[C:18]([O:22][CH3:23])[CH:17]=1)=O.[OH-].[Na+].